From a dataset of Full USPTO retrosynthesis dataset with 1.9M reactions from patents (1976-2016). Predict the reactants needed to synthesize the given product. (1) Given the product [Cl:1][C:2]1[CH:10]=[C:9]2[C:5]([C:6]([C:11]([OH:13])=[O:12])=[CH:7][NH:8]2)=[CH:4][C:3]=1[C:15]1[CH:16]=[CH:17][C:18]([O:21][CH2:22][CH2:23][N:24]2[CH2:25][CH2:26][NH:27][CH2:28][CH2:29]2)=[CH:19][CH:20]=1, predict the reactants needed to synthesize it. The reactants are: [Cl:1][C:2]1[CH:10]=[C:9]2[C:5]([C:6]([C:11]([O:13]C)=[O:12])=[CH:7][NH:8]2)=[CH:4][C:3]=1[C:15]1[CH:20]=[CH:19][C:18]([O:21][CH2:22][CH2:23][N:24]2[CH2:29][CH2:28][NH:27][CH2:26][CH2:25]2)=[CH:17][CH:16]=1.[OH-].[Na+]. (2) Given the product [O:10]1[C:9]2=[CH:8][CH:7]=[CH:6][C:5]([NH2:12])=[C:4]2[CH2:3][CH2:11]1, predict the reactants needed to synthesize it. The reactants are: OC[CH2:3][C:4]1[C:9]([O:10][CH3:11])=[CH:8][CH:7]=[CH:6][C:5]=1[NH:12]C(=O)C(C)(C)C.[OH-].[Na+]. (3) Given the product [CH2:27]([O:29][C:30](=[O:42])[C:31]1[CH:36]=[CH:35][C:34]([C:4]2[CH:8]=[C:7]([CH3:9])[S:6][C:5]=2[S:10](=[O:12])(=[O:11])[N:13]([C:20]2[C:24]([CH3:25])=[C:23]([CH3:26])[O:22][N:21]=2)[CH2:14][O:15][CH2:16][CH2:17][O:18][CH3:19])=[C:33]([CH2:38][O:39][CH2:40][CH3:41])[CH:32]=1)[CH3:28], predict the reactants needed to synthesize it. The reactants are: B([C:4]1[CH:8]=[C:7]([CH3:9])[S:6][C:5]=1[S:10]([N:13]([C:20]1[C:24]([CH3:25])=[C:23]([CH3:26])[O:22][N:21]=1)[CH2:14][O:15][CH2:16][CH2:17][O:18][CH3:19])(=[O:12])=[O:11])(O)O.[CH2:27]([O:29][C:30](=[O:42])[C:31]1[CH:36]=[CH:35][C:34](Br)=[C:33]([CH2:38][O:39][CH2:40][CH3:41])[CH:32]=1)[CH3:28].C(=O)([O-])[O-].[Na+].[Na+]. (4) Given the product [C:1]([O:5][C:6]([NH:8][C@@H:9]([CH2:22][O:24][C:25]1[CH:26]=[C:27]([C:28]#[N:29])[CH:30]=[CH:31][C:32]=1[I:33])[CH2:10][CH2:11][C:12]([O:14][CH2:15][C:16]1[CH:21]=[CH:20][CH:19]=[CH:18][CH:17]=1)=[O:13])=[O:7])([CH3:4])([CH3:3])[CH3:2], predict the reactants needed to synthesize it. The reactants are: [C:1]([O:5][C:6]([NH:8][C@@H:9]([CH2:22]Cl)[CH2:10][CH2:11][C:12]([O:14][CH2:15][C:16]1[CH:21]=[CH:20][CH:19]=[CH:18][CH:17]=1)=[O:13])=[O:7])([CH3:4])([CH3:3])[CH3:2].[OH:24][C:25]1[CH:26]=[C:27]([CH:30]=[CH:31][C:32]=1[I:33])[C:28]#[N:29].C(=O)([O-])[O-].[K+].[K+].[I-].[K+]. (5) Given the product [CH3:1][N:2]([CH3:48])[CH2:3][C:4]([N:6]1[C:14]2[C:9](=[CH:10][C:11]([O:46][CH3:47])=[C:12]([NH:15][C:16]3[NH:17][C:18]4=[N:35][CH:34]=[CH:33][C:19]4=[C:20]([NH:21][C:22]4[CH:23]=[C:24]([F:32])[CH:25]=[C:26]([F:31])[C:27]=4[C:28]([NH:57][CH2:56][C:53]4[CH:54]=[CH:55][C:50]([F:49])=[CH:51][CH:52]=4)=[O:30])[N:29]=3)[CH:13]=2)[CH2:8][CH2:7]1)=[O:5], predict the reactants needed to synthesize it. The reactants are: [CH3:1][N:2]([CH3:48])[CH2:3][C:4]([N:6]1[C:14]2[C:9](=[CH:10][C:11]([O:46][CH3:47])=[C:12]([NH:15][C:16]3[N:29]4[C:20](=[N:21][C:22]5[C:27]([C:28]4=[O:30])=[C:26]([F:31])[CH:25]=[C:24]([F:32])[CH:23]=5)[C:19]4[CH:33]=[CH:34][N:35](S(C5C=CC(C)=CC=5)(=O)=O)[C:18]=4[N:17]=3)[CH:13]=2)[CH2:8][CH2:7]1)=[O:5].[F:49][C:50]1[CH:55]=[CH:54][C:53]([CH2:56][NH2:57])=[CH:52][CH:51]=1.